Predict the reaction yield, written as a fraction of the theoretical maximum amount of product (1.0 means a 100% yield; for example, 0.34 means a 34% yield). From a dataset of Reaction yield outcomes from USPTO patents with 853,638 reactions. (1) The catalyst is CN(C)C=O.[Cu]I. The product is [CH3:1][O:2][C:3]1[C:7]([C:8]([O:10][CH2:11][CH3:12])=[O:9])=[CH:6][N:5]([C:22]2[CH:27]=[N:26][C:25]([C:28]([F:31])([F:30])[F:29])=[CH:24][N:23]=2)[N:4]=1. The reactants are [CH3:1][O:2][C:3]1[C:7]([C:8]([O:10][CH2:11][CH3:12])=[O:9])=[CH:6][NH:5][N:4]=1.N1CCC[C@H]1C(O)=O.Cl[C:22]1[CH:27]=[N:26][C:25]([C:28]([F:31])([F:30])[F:29])=[CH:24][N:23]=1.C(=O)([O-])[O-].[K+].[K+]. The yield is 0.480. (2) The reactants are [N:1]1[CH:6]=[CH:5][CH:4]=[CH:3][C:2]=1[C:7]#[C:8][CH2:9][CH2:10]O.[Br:12][C:13]1[CH:14]=[CH:15][C:16](=[O:19])[NH:17][CH:18]=1. No catalyst specified. The product is [Br:12][C:13]1[CH:14]=[CH:15][C:16](=[O:19])[N:17]([CH2:10][CH2:9][C:8]#[C:7][C:2]2[CH:3]=[CH:4][CH:5]=[CH:6][N:1]=2)[CH:18]=1. The yield is 0.230. (3) The reactants are [NH2:1][C:2]1[S:6][C:5]2[CH2:7][CH2:8][CH2:9][CH2:10][CH2:11][C:4]=2[C:3]=1[C:12]([C:14]1[CH:19]=[CH:18][C:17]([CH3:20])=[CH:16][CH:15]=1)=O.[C:21]([O:28][CH3:29])(=[O:27])[CH2:22][CH2:23][C:24]([CH3:26])=O.Cl[Si](C)(C)C. The catalyst is CN(C=O)C. The product is [CH3:26][C:24]1[N:1]=[C:2]2[S:6][C:5]3[CH:7]=[CH:8][CH:9]=[CH:10][CH2:11][C:4]=3[C:3]2=[C:12]([C:14]2[CH:19]=[CH:18][C:17]([CH3:20])=[CH:16][CH:15]=2)[C:23]=1[CH2:22][C:21]([O:28][CH3:29])=[O:27]. The yield is 0.520. (4) The reactants are [N+:1]([C:4]1[CH:24]=[CH:23][C:7]([CH2:8][N:9]([CH2:13][C:14]2[CH:19]=[CH:18][C:17]([N+:20]([O-])=O)=[CH:16][CH:15]=2)[C:10](=[O:12])[CH3:11])=[CH:6][CH:5]=1)([O-])=O.[Cl-].[NH4+]. The catalyst is C(O)C.O1CCCC1.O.[Fe]. The product is [NH2:1][C:4]1[CH:5]=[CH:6][C:7]([CH2:8][N:9]([CH2:13][C:14]2[CH:15]=[CH:16][C:17]([NH2:20])=[CH:18][CH:19]=2)[C:10](=[O:12])[CH3:11])=[CH:23][CH:24]=1. The yield is 0.900. (5) The catalyst is O1CCOCC1. The product is [O:15]=[C:11]1[N:10]([C:6]2[CH:5]=[C:4]([CH:9]=[CH:8][CH:7]=2)[C:3]([OH:16])=[O:2])[CH2:14][CH2:13][O:12]1. The yield is 0.600. The reactants are C[O:2][C:3](=[O:16])[C:4]1[CH:9]=[CH:8][CH:7]=[C:6]([N:10]2[CH2:14][CH2:13][O:12][C:11]2=[O:15])[CH:5]=1.[Li+].[OH-]. (6) The reactants are [CH2:1]([N:3]([CH2:28][CH3:29])[CH2:4][CH2:5][O:6][C:7]1[CH:8]=[CH:9][C:10]2[C:14]3[CH:15]=[CH:16][C:17]([O:19][CH2:20][CH2:21][N:22]([CH2:25][CH3:26])[CH2:23][CH3:24])=[CH:18][C:13]=3[S:12][C:11]=2[CH:27]=1)[CH3:2].[ClH:30].O1CCOCC1. The catalyst is C(OCC)(=O)C.C(O)C. The product is [ClH:30].[ClH:30].[CH2:28]([N:3]([CH2:1][CH3:2])[CH2:4][CH2:5][O:6][C:7]1[CH:8]=[CH:9][C:10]2[C:14]3[CH:15]=[CH:16][C:17]([O:19][CH2:20][CH2:21][N:22]([CH2:25][CH3:26])[CH2:23][CH3:24])=[CH:18][C:13]=3[S:12][C:11]=2[CH:27]=1)[CH3:29]. The yield is 0.930. (7) The reactants are [NH2:1][CH:2]1[CH2:7][CH2:6][CH:5]([OH:8])[CH2:4][CH2:3]1.[C:9](O[C:9]([O:11][C:12]([CH3:15])([CH3:14])[CH3:13])=[O:10])([O:11][C:12]([CH3:15])([CH3:14])[CH3:13])=[O:10].[OH-].[Na+]. The catalyst is C1(C)C=CC=CC=1. The product is [OH:8][CH:5]1[CH2:6][CH2:7][CH:2]([NH:1][C:9](=[O:10])[O:11][C:12]([CH3:15])([CH3:14])[CH3:13])[CH2:3][CH2:4]1. The yield is 0.860. (8) The reactants are [NH:1]1[C:9]2[C:4](=[CH:5][CH:6]=[CH:7][N:8]=2)[CH:3]=[CH:2]1.[Cl:10][C:11]1[N:16]=[C:15]([O:17][CH3:18])[C:14]([CH:19]=[O:20])=[CH:13][CH:12]=1.CO.[OH-].[K+]. The catalyst is ClCCl. The product is [Cl:10][C:11]1[N:16]=[C:15]([O:17][CH3:18])[C:14]([CH:19]([C:3]2[C:4]3[C:9](=[N:8][CH:7]=[CH:6][CH:5]=3)[NH:1][CH:2]=2)[OH:20])=[CH:13][CH:12]=1. The yield is 0.550. (9) The reactants are C[O:2][C:3](=[O:16])[CH2:4][CH2:5][CH2:6][C:7]1[C:8]([C:12]([O:14][CH3:15])=[O:13])=[CH:9][NH:10][CH:11]=1.[Li+].[OH-].Cl. The catalyst is O1CCOCC1.O.CCOC(C)=O. The product is [CH3:15][O:14][C:12]([C:8]1[C:7]([CH2:6][CH2:5][CH2:4][C:3]([OH:16])=[O:2])=[CH:11][NH:10][CH:9]=1)=[O:13]. The yield is 1.00.